This data is from Peptide-MHC class II binding affinity with 134,281 pairs from IEDB. The task is: Regression. Given a peptide amino acid sequence and an MHC pseudo amino acid sequence, predict their binding affinity value. This is MHC class II binding data. The peptide sequence is LVKFVAGDGDVVAVD. The MHC is HLA-DQA10501-DQB10301 with pseudo-sequence HLA-DQA10501-DQB10301. The binding affinity (normalized) is 0.652.